This data is from Peptide-MHC class I binding affinity with 185,985 pairs from IEDB/IMGT. The task is: Regression. Given a peptide amino acid sequence and an MHC pseudo amino acid sequence, predict their binding affinity value. This is MHC class I binding data. (1) The peptide sequence is VAIQAVLSL. The MHC is H-2-Db with pseudo-sequence H-2-Db. The binding affinity (normalized) is 0.347. (2) The peptide sequence is THEGVVCAL. The MHC is HLA-B15:01 with pseudo-sequence HLA-B15:01. The binding affinity (normalized) is 0.213. (3) The peptide sequence is QVPLRPMTSK. The MHC is HLA-B57:01 with pseudo-sequence HLA-B57:01. The binding affinity (normalized) is 0. (4) The peptide sequence is YMLNRIYRF. The MHC is H-2-Db with pseudo-sequence H-2-Db. The binding affinity (normalized) is 0.00610. (5) The peptide sequence is ETIEEPAVE. The MHC is HLA-B40:01 with pseudo-sequence HLA-B40:01. The binding affinity (normalized) is 0.0847. (6) The peptide sequence is KEVKQTIV. The MHC is Mamu-A11 with pseudo-sequence Mamu-A11. The binding affinity (normalized) is 0.419. (7) The peptide sequence is GEDGCWYGM. The MHC is HLA-B40:01 with pseudo-sequence HLA-B40:01. The binding affinity (normalized) is 0.768.